This data is from Full USPTO retrosynthesis dataset with 1.9M reactions from patents (1976-2016). The task is: Predict the reactants needed to synthesize the given product. (1) Given the product [Br:1][C:15]1[C:16](=[O:28])[N:17]([CH2:21][C:22]2[CH:27]=[CH:26][N:25]=[CH:24][CH:23]=2)[C:18]([CH3:20])=[CH:19][C:14]=1[NH:13][CH2:12][C:11]1[CH:29]=[CH:30][C:31]([F:33])=[CH:32][C:10]=1[F:9], predict the reactants needed to synthesize it. The reactants are: [Br:1]N1C(=O)CCC1=O.[F:9][C:10]1[CH:32]=[C:31]([F:33])[CH:30]=[CH:29][C:11]=1[CH2:12][NH:13][C:14]1[CH:19]=[C:18]([CH3:20])[N:17]([CH2:21][C:22]2[CH:27]=[CH:26][N:25]=[CH:24][CH:23]=2)[C:16](=[O:28])[CH:15]=1.C([O-])(O)=O.[Na+]. (2) The reactants are: [F:1][C:2]([F:35])([F:34])[C:3]1[CH:4]=[C:5]([C:13]2([C:30]([F:33])([F:32])[F:31])[CH2:17][CH2:16][N:15]([C:18]3[N:23]=[C:22]([C:24]([F:27])([F:26])[F:25])[C:21]([CH2:28][NH2:29])=[CH:20][CH:19]=3)[CH2:14]2)[CH:6]=[C:7]([C:9]([F:12])([F:11])[F:10])[CH:8]=1.C(N(CC)CC)C.[C:43](O[C:43](=[O:46])[CH2:44][CH3:45])(=[O:46])[CH2:44][CH3:45]. Given the product [F:10][C:9]([F:12])([F:11])[C:7]1[CH:6]=[C:5]([C:13]2([C:30]([F:31])([F:32])[F:33])[CH2:17][CH2:16][N:15]([C:18]3[N:23]=[C:22]([C:24]([F:25])([F:26])[F:27])[C:21]([CH2:28][NH:29][C:43](=[O:46])[CH2:44][CH3:45])=[CH:20][CH:19]=3)[CH2:14]2)[CH:4]=[C:3]([C:2]([F:1])([F:34])[F:35])[CH:8]=1, predict the reactants needed to synthesize it. (3) Given the product [CH3:1][S:2][C:7]1[CH:8]=[C:9]([C:14]2[CH:19]=[CH:18][CH:17]=[CH:16][N:15]=2)[N+:10]([O-:13])=[CH:11][CH:12]=1, predict the reactants needed to synthesize it. The reactants are: [CH3:1][S-:2].[Na+].[N+]([C:7]1[CH:8]=[C:9]([C:14]2[CH:19]=[CH:18][CH:17]=[CH:16][N:15]=2)[N+:10]([O-:13])=[CH:11][CH:12]=1)([O-])=O. (4) Given the product [C:19]([NH:27][C:28]([NH:1][C:2]1[CH:7]=[CH:6][C:5]([CH2:8][CH2:9][C:10]2[N:11]=[C:12]([NH:15][C:16](=[O:18])[CH3:17])[S:13][CH:14]=2)=[CH:4][CH:3]=1)=[S:29])(=[O:26])[C:20]1[CH:25]=[CH:24][CH:23]=[CH:22][CH:21]=1, predict the reactants needed to synthesize it. The reactants are: [NH2:1][C:2]1[CH:7]=[CH:6][C:5]([CH2:8][CH2:9][C:10]2[N:11]=[C:12]([NH:15][C:16](=[O:18])[CH3:17])[S:13][CH:14]=2)=[CH:4][CH:3]=1.[C:19]([N:27]=[C:28]=[S:29])(=[O:26])[C:20]1[CH:25]=[CH:24][CH:23]=[CH:22][CH:21]=1. (5) Given the product [NH:17]1[C:12]2[C:13](=[CH:16][CH:9]=[CH:10][CH:11]=2)[CH:14]=[N:15][CH2:1]1, predict the reactants needed to synthesize it. The reactants are: [C:1]1(C)C=CC=CC=1.Br[C:9]1[CH:10]=[CH:11][C:12]([NH2:17])=[C:13]([CH:16]=1)[CH2:14][NH2:15]. (6) Given the product [ClH:24].[ClH:25].[NH2:8][CH2:9][C:10]1[CH:23]=[CH:22][C:21]([Cl:25])=[C:12]([CH:11]=1)[C:13]([NH:15][C:16]1[NH:17][CH:18]=[CH:19][N:20]=1)=[O:14], predict the reactants needed to synthesize it. The reactants are: C(OC([NH:8][CH2:9][C:10]1[C:11]([Cl:24])=[C:12]([CH:21]=[CH:22][CH:23]=1)[C:13]([NH:15][C:16]1[NH:17][CH:18]=[CH:19][N:20]=1)=[O:14])=O)(C)(C)C.[ClH:25]. (7) Given the product [Br:18][C:19]1[CH:20]=[C:21]([C:35]([O:37][CH3:38])=[O:36])[CH:22]=[C:23]2[C:28]=1[O:27][C:26]([N:5]1[CH2:6][CH2:7][O:8][C@H:3]([CH3:2])[CH2:4]1)=[CH:25][C:24]2=[O:34], predict the reactants needed to synthesize it. The reactants are: Cl.[CH3:2][C@H:3]1[O:8][CH2:7][CH2:6][NH:5][CH2:4]1.C(N(C(C)C)C(C)C)C.[Br:18][C:19]1[CH:20]=[C:21]([C:35]([O:37][CH3:38])=[O:36])[CH:22]=[C:23]2[C:28]=1[O:27][C:26](S(CC)(=O)=O)=[CH:25][C:24]2=[O:34].